Dataset: Forward reaction prediction with 1.9M reactions from USPTO patents (1976-2016). Task: Predict the product of the given reaction. (1) Given the reactants C(O[C:4](=[O:12])[C:5]1[CH:10]=[CH:9][N:8]=[CH:7][C:6]=1[OH:11])C.[CH2:13]([NH:15][CH2:16][CH3:17])[CH3:14], predict the reaction product. The product is: [CH2:13]([N:15]([CH2:16][CH3:17])[C:4](=[O:12])[C:5]1[CH:10]=[CH:9][N:8]=[CH:7][C:6]=1[OH:11])[CH3:14]. (2) The product is: [O:1]([C:3]([C:5]1[CH:10]([C:11]2[CH:16]=[CH:15][C:14]([F:17])=[C:13]([F:18])[CH:12]=2)[N:9]([C:19]([NH:21][CH2:22][CH2:23][CH2:24][C:25](=[O:26])[NH:27][C:28]2[CH:33]=[CH:32][CH:31]=[C:30]([CH:34]3[CH2:39][CH2:38][NH:37][CH2:36][CH2:35]3)[CH:29]=2)=[O:20])[C:8](=[O:47])[NH:7][C:6]=1[CH3:48])=[O:4])[CH3:2]. Given the reactants [O:1]([C:3]([C:5]1[CH:10]([C:11]2[CH:16]=[CH:15][C:14]([F:17])=[C:13]([F:18])[CH:12]=2)[N:9]([C:19]([NH:21][CH2:22][CH2:23][CH2:24][C:25]([NH:27][C:28]2[CH:29]=[C:30]([CH:34]3[CH2:39][CH2:38][N:37](C(OC(C)(C)C)=O)[CH2:36][CH2:35]3)[CH:31]=[CH:32][CH:33]=2)=[O:26])=[O:20])[C:8](=[O:47])[NH:7][C:6]=1[CH3:48])=[O:4])[CH3:2].FC(F)(F)C(O)=O, predict the reaction product. (3) Given the reactants [CH2:1]([O:3][C:4](=[O:31])[CH2:5][C:6]1[CH:11]=[CH:10][C:9]([O:12][CH3:13])=[C:8]([O:14][C:15]2[CH:20]=[CH:19][C:18]([NH2:21])=[CH:17][C:16]=2[CH2:22][S:23][CH2:24][C:25]2[CH:30]=[CH:29][CH:28]=[CH:27][CH:26]=2)[CH:7]=1)[CH3:2].[Cl:32][C:33]1[CH:41]=[CH:40][C:36]([C:37](Cl)=[O:38])=[CH:35][CH:34]=1, predict the reaction product. The product is: [CH2:1]([O:3][C:4](=[O:31])[CH2:5][C:6]1[CH:11]=[CH:10][C:9]([O:12][CH3:13])=[C:8]([O:14][C:15]2[CH:20]=[CH:19][C:18]([NH:21][C:37](=[O:38])[C:36]3[CH:40]=[CH:41][C:33]([Cl:32])=[CH:34][CH:35]=3)=[CH:17][C:16]=2[CH2:22][S:23][CH2:24][C:25]2[CH:30]=[CH:29][CH:28]=[CH:27][CH:26]=2)[CH:7]=1)[CH3:2]. (4) Given the reactants [CH2:1]([O:3][CH:4]([O:7][CH2:8][CH3:9])[CH2:5][NH2:6])[CH3:2].Br[CH2:11][C:12]1[C:17]2[N:18]=[C:19]([N:21](C(OC(C)(C)C)=O)[C:22]([O:24][C:25]([CH3:28])([CH3:27])[CH3:26])=[O:23])[S:20][C:16]=2[CH:15]=[CH:14][CH:13]=1.C(=O)([O-])[O-].[K+].[K+], predict the reaction product. The product is: [CH2:1]([O:3][CH:4]([O:7][CH2:8][CH3:9])[CH2:5][NH:6][CH2:11][C:12]1[C:17]2[N:18]=[C:19]([NH:21][C:22](=[O:23])[O:24][C:25]([CH3:27])([CH3:26])[CH3:28])[S:20][C:16]=2[CH:15]=[CH:14][CH:13]=1)[CH3:2]. (5) Given the reactants [CH2:1]([N:3]([CH2:21][CH3:22])[CH:4]1[CH2:9][CH2:8][N:7]([C:10]2[O:11][CH2:12][C:13](=[O:20])[C:14]=2[C:15]([O:17][CH2:18][CH3:19])=[O:16])[CH2:6][CH2:5]1)[CH3:2].[NH:23]1[C:31]2[C:26](=[CH:27][CH:28]=[CH:29][N:30]=2)[C:25]([CH:32]=O)=[CH:24]1.N1CCC[C@H]1C(O)=O, predict the reaction product. The product is: [NH:23]1[C:31]2=[N:30][CH:29]=[CH:28][CH:27]=[C:26]2[C:25]([CH:32]=[C:12]2[O:11][C:10]([N:7]3[CH2:8][CH2:9][CH:4]([N:3]([CH2:1][CH3:2])[CH2:21][CH3:22])[CH2:5][CH2:6]3)=[C:14]([C:15]([O:17][CH2:18][CH3:19])=[O:16])[C:13]2=[O:20])=[CH:24]1. (6) Given the reactants [CH2:1]([O:4][N:5]=[C:6]([C:11]([O:13]C)=[O:12])[C:7]([O:9]C)=[O:8])[C:2]#[CH:3].[OH-].[Na+].[N+]([O-])(O)=O.[N+]([O-])([O-])=O.[Ag+:25], predict the reaction product. The product is: [CH2:1]([O:4][N:5]=[C:6]([C:11]([O-:13])=[O:12])[C:7]([O-:9])=[O:8])[C:2]#[CH:3].[Ag+2:25]. (7) The product is: [I:25][C:22]1[N:17]([CH2:16][CH2:15][O:14][CH3:13])[C:18](=[S:24])[NH:19][C:20](=[O:23])[CH:21]=1. Given the reactants C(NC(C)C)(C)C.C([Li])CCC.[CH3:13][O:14][CH2:15][CH2:16][N:17]1[CH:22]=[CH:21][C:20](=[O:23])[NH:19][C:18]1=[S:24].[I:25]I, predict the reaction product. (8) Given the reactants [Br:1][C:2]1[CH:3]=[CH:4][C:5]([C:8]([NH:10][C:11]2[CH:32]=[C:31]3[C:14]([CH2:15][C:16]([CH3:34])([CH3:33])[CH2:17][C:18]43[CH2:22][O:21][C:20]([NH:23]C(=O)OC(C)(C)C)=[N:19]4)=[CH:13][CH:12]=2)=[O:9])=[N:6][CH:7]=1.C(O)(C(F)(F)F)=O, predict the reaction product. The product is: [NH2:23][C:20]1[O:21][CH2:22][C:18]2([C:31]3[C:14](=[CH:13][CH:12]=[C:11]([NH:10][C:8](=[O:9])[C:5]4[CH:4]=[CH:3][C:2]([Br:1])=[CH:7][N:6]=4)[CH:32]=3)[CH2:15][C:16]([CH3:34])([CH3:33])[CH2:17]2)[N:19]=1.